This data is from NCI-60 drug combinations with 297,098 pairs across 59 cell lines. The task is: Regression. Given two drug SMILES strings and cell line genomic features, predict the synergy score measuring deviation from expected non-interaction effect. Drug 1: CCC1(CC2CC(C3=C(CCN(C2)C1)C4=CC=CC=C4N3)(C5=C(C=C6C(=C5)C78CCN9C7C(C=CC9)(C(C(C8N6C=O)(C(=O)OC)O)OC(=O)C)CC)OC)C(=O)OC)O.OS(=O)(=O)O. Drug 2: CC12CCC3C(C1CCC2O)C(CC4=C3C=CC(=C4)O)CCCCCCCCCS(=O)CCCC(C(F)(F)F)(F)F. Cell line: UO-31. Synergy scores: CSS=1.58, Synergy_ZIP=1.38, Synergy_Bliss=3.28, Synergy_Loewe=0.275, Synergy_HSA=0.833.